Dataset: Reaction yield outcomes from USPTO patents with 853,638 reactions. Task: Predict the reaction yield, written as a fraction of the theoretical maximum amount of product (1.0 means a 100% yield; for example, 0.34 means a 34% yield). (1) The yield is 0.670. The product is [C:15]([C:13]1[CH:12]=[C:7]([CH:6]=[C:5]([OH:4])[CH:14]=1)[C:8]([O:10][CH3:11])=[O:9])#[N:16]. The catalyst is [I-].C([N+](CCCC)(CCCC)CCCC)CCC.ClCCl. The reactants are C([O:4][C:5]1[CH:6]=[C:7]([CH:12]=[C:13]([C:15]#[N:16])[CH:14]=1)[C:8]([O:10][CH3:11])=[O:9])C=C.B(Cl)(Cl)Cl. (2) The yield is 0.920. The reactants are Br[C:2]1[C:18]([O:19][CH2:20][C@@H:21]([NH:26][C:27](=[O:33])[O:28][C:29]([CH3:32])([CH3:31])[CH3:30])[CH2:22][CH:23]2[CH2:25][CH2:24]2)=[CH:17][C:5]2[N:6]([CH3:16])[C:7](=[O:15])[C:8]3[C:13]([C:4]=2[CH:3]=1)=[CH:12][CH:11]=[N:10][C:9]=3[CH3:14].[CH3:34]B1OB(C)OB(C)O1.C(=O)([O-])[O-].[Cs+].[Cs+].O1CCOCC1. The product is [CH:23]1([CH2:22][C@H:21]([NH:26][C:27](=[O:33])[O:28][C:29]([CH3:32])([CH3:31])[CH3:30])[CH2:20][O:19][C:18]2[C:2]([CH3:34])=[CH:3][C:4]3[C:13]4[C:8](=[C:9]([CH3:14])[N:10]=[CH:11][CH:12]=4)[C:7](=[O:15])[N:6]([CH3:16])[C:5]=3[CH:17]=2)[CH2:25][CH2:24]1. The catalyst is C1C=CC(P(C2C=CC=CC=2)[C-]2C=CC=C2)=CC=1.C1C=CC(P(C2C=CC=CC=2)[C-]2C=CC=C2)=CC=1.Cl[Pd]Cl.[Fe+2].C(Cl)Cl.O. (3) The reactants are Cl.[NH2:2][CH:3]([C:5]1[CH:10]=[CH:9][N:8]=[C:7]([NH:11][C:12](=[O:16])[CH:13]([CH3:15])[CH3:14])[CH:6]=1)[CH3:4].Cl[C:18](OC1C=CC([N+]([O-])=O)=CC=1)=[O:19].C(N(CC)CC)C.Cl.[F:38][C:39]([F:51])([F:50])[C:40]1[CH:41]=[C:42]2[C:47](=[CH:48][CH:49]=1)[CH2:46][NH:45][CH2:44][CH2:43]2.C1CCN2C(=NCCC2)CC1. The catalyst is C(Cl)Cl.CCOC(C)=O. The product is [C:12]([NH:11][C:7]1[CH:6]=[C:5]([CH:3]([NH:2][C:18]([N:45]2[CH2:44][CH2:43][C:42]3[C:47](=[CH:48][CH:49]=[C:40]([C:39]([F:38])([F:50])[F:51])[CH:41]=3)[CH2:46]2)=[O:19])[CH3:4])[CH:10]=[CH:9][N:8]=1)(=[O:16])[CH:13]([CH3:15])[CH3:14]. The yield is 0.260. (4) The reactants are [CH2:1]([N:4]([C:38]1[S:39][CH:40]=[CH:41][N:42]=1)[S:5]([C:8]1[CH:13]=[CH:12][C:11]([N:14]2[CH2:18][CH2:17][C@@H:16]([O:19][Si](C(C)(C)C)(C3C=CC=CC=3)C3C=CC=CC=3)[C:15]2=[O:37])=[CH:10][CH:9]=1)(=[O:7])=[O:6])[CH:2]=[CH2:3].C1COCC1.[F-].C([N+](CCCC)(CCCC)CCCC)CCC. The catalyst is O. The product is [CH2:1]([N:4]([C:38]1[S:39][CH:40]=[CH:41][N:42]=1)[S:5]([C:8]1[CH:9]=[CH:10][C:11]([N:14]2[CH2:18][CH2:17][C@@H:16]([OH:19])[C:15]2=[O:37])=[CH:12][CH:13]=1)(=[O:7])=[O:6])[CH:2]=[CH2:3]. The yield is 0.820. (5) The reactants are C([O:3][C:4]([C:6]1[C:7]([CH2:12][CH2:13][CH3:14])=[N:8][O:9][C:10]=1[CH3:11])=O)C.[H-].[Al+3].[Li+].[H-].[H-].[H-]. The catalyst is C1COCC1. The product is [CH3:11][C:10]1[O:9][N:8]=[C:7]([CH2:12][CH2:13][CH3:14])[C:6]=1[CH2:4][OH:3]. The yield is 0.800. (6) The reactants are [Br:1][C:2]1[CH:3]=[CH:4][C:5]([N:8]2[C:12]([C:13]([F:16])([F:15])[F:14])=[CH:11][C:10]([C:17]([NH:19][C:20]([CH3:24])([CH3:23])[CH2:21]O)=[O:18])=[N:9]2)=[N:6][CH:7]=1.BrC1C=CC(N2C(C(F)(F)F)=CC(C(O)=O)=N2)=NC=1.C(Cl)(=O)C(Cl)=O.NC(C)(C)CO. The catalyst is C(Cl)Cl.O.CN(C=O)C. The product is [Br:1][C:2]1[CH:3]=[CH:4][C:5]([N:8]2[C:12]([C:13]([F:16])([F:15])[F:14])=[CH:11][C:10]([C:17]3[O:18][CH2:23][C:20]([CH3:21])([CH3:24])[N:19]=3)=[N:9]2)=[N:6][CH:7]=1. The yield is 0.990. (7) The reactants are [Br:1][C:2]1[CH:3]=[C:4]([C:8]([OH:10])=O)[O:5][C:6]=1[Br:7].C1CN([P+](Br)(N2CCCC2)N2CCCC2)CC1.F[P-](F)(F)(F)(F)F.C(N(C(C)C)CC)(C)C.[NH2:44][CH:45]([CH2:55][C:56]1[CH:61]=[CH:60][CH:59]=[CH:58][CH:57]=1)[CH2:46][NH:47][C:48](=[O:54])[O:49][C:50]([CH3:53])([CH3:52])[CH3:51]. The catalyst is C(Cl)Cl. The product is [Br:1][C:2]1[CH:3]=[C:4]([C:8]([NH:44][CH:45]([CH2:55][C:56]2[CH:57]=[CH:58][CH:59]=[CH:60][CH:61]=2)[CH2:46][NH:47][C:48](=[O:54])[O:49][C:50]([CH3:53])([CH3:51])[CH3:52])=[O:10])[O:5][C:6]=1[Br:7]. The yield is 0.820.